From a dataset of Reaction yield outcomes from USPTO patents with 853,638 reactions. Predict the reaction yield, written as a fraction of the theoretical maximum amount of product (1.0 means a 100% yield; for example, 0.34 means a 34% yield). (1) The reactants are [CH2:1]([N:8]1[CH2:19][CH:18]2[CH2:20][CH:10]([CH2:11][C:12]3[CH:13]=[C:14]([O:21][CH3:22])[CH:15]=[CH:16][C:17]=32)[CH2:9]1)[C:2]1[CH:7]=[CH:6][CH:5]=[CH:4][CH:3]=1.[Br:23]Br. The catalyst is C(Cl)Cl.CC(O)=O. The product is [CH2:1]([N:8]1[CH2:19][CH:18]2[CH2:20][CH:10]([CH2:11][C:12]3[C:13]([Br:23])=[C:14]([O:21][CH3:22])[CH:15]=[CH:16][C:17]=32)[CH2:9]1)[C:2]1[CH:3]=[CH:4][CH:5]=[CH:6][CH:7]=1. The yield is 0.280. (2) The reactants are [C:1]([O:5][C:6]([N:8]1[CH2:13][CH2:12][CH:11]([C:14](O)=O)[CH2:10][CH2:9]1)=[O:7])([CH3:4])([CH3:3])[CH3:2].C1N=CN(C(N2C=NC=C2)=O)C=1.[NH2:29][C:30]1[CH:31]=[C:32]([CH:35]=[CH:36][C:37]=1[NH2:38])[C:33]#[N:34]. The catalyst is CN(C=O)C.N1C=CC=CC=1. The product is [C:33]([C:32]1[CH:35]=[CH:36][C:37]2[NH:38][C:14]([CH:11]3[CH2:12][CH2:13][N:8]([C:6]([O:5][C:1]([CH3:4])([CH3:3])[CH3:2])=[O:7])[CH2:9][CH2:10]3)=[N:29][C:30]=2[CH:31]=1)#[N:34]. The yield is 0.650. (3) The reactants are O[CH:2]=[C:3]1[C:11]2[C:6](=[CH:7][C:8]([C:12]([C:14]3[CH:15]=[C:16]([NH:20][C:21]([C:23]4[N:24]([CH3:29])[N:25]=[C:26]([CH3:28])[CH:27]=4)=[O:22])[CH:17]=[CH:18][CH:19]=3)=[O:13])=[CH:9][CH:10]=2)[NH:5][C:4]1=[O:30].[N:31]1([CH2:37][CH2:38][NH:39][C:40]2[CH:45]=[CH:44][C:43]([NH2:46])=[CH:42][CH:41]=2)[CH2:36][CH2:35][O:34][CH2:33][CH2:32]1. The catalyst is C1COCC1. The product is [N:31]1([CH2:37][CH2:38][NH:39][C:40]2[CH:45]=[CH:44][C:43]([NH:46][CH:2]=[C:3]3[C:11]4[C:6](=[CH:7][C:8]([C:12]([C:14]5[CH:15]=[C:16]([NH:20][C:21]([C:23]6[N:24]([CH3:29])[N:25]=[C:26]([CH3:28])[CH:27]=6)=[O:22])[CH:17]=[CH:18][CH:19]=5)=[O:13])=[CH:9][CH:10]=4)[NH:5][C:4]3=[O:30])=[CH:42][CH:41]=2)[CH2:36][CH2:35][O:34][CH2:33][CH2:32]1. The yield is 0.450. (4) The reactants are [NH:1]1[CH2:5][CH2:4][C@H:3]([N:6]2[CH:10]=[C:9]([O:11][C:12]3[N:13]=[C:14]([OH:22])[C:15]4[CH:21]=[CH:20][N:19]=[CH:18][C:16]=4[N:17]=3)[CH:8]=[N:7]2)[CH2:2]1.Cl[C:24]1[CH:29]=[CH:28][CH:27]=[CH:26][C:25]=1[S:30](C1C=CC=CC=1Cl)(=[O:32])=[O:31]. No catalyst specified. The product is [C:25]1([S:30]([N:1]2[CH2:5][CH2:4][C@H:3]([N:6]3[CH:10]=[C:9]([O:11][C:12]4[N:13]=[C:14]([OH:22])[C:15]5[CH:21]=[CH:20][N:19]=[CH:18][C:16]=5[N:17]=4)[CH:8]=[N:7]3)[CH2:2]2)(=[O:32])=[O:31])[CH:26]=[CH:27][CH:28]=[CH:29][CH:24]=1. The yield is 0.740.